From a dataset of Catalyst prediction with 721,799 reactions and 888 catalyst types from USPTO. Predict which catalyst facilitates the given reaction. (1) Reactant: C[Si]([N-][Si](C)(C)C)(C)C.[Na+].[F:11][C:12]1[CH:17]=[CH:16][C:15]([CH2:18][C:19]([OH:21])=[O:20])=[CH:14][CH:13]=1.[Cl:22][CH2:23][CH2:24][CH2:25]I. Product: [Cl:22][CH2:23][CH2:24][CH2:25][CH:18]([C:15]1[CH:14]=[CH:13][C:12]([F:11])=[CH:17][CH:16]=1)[C:19]([OH:21])=[O:20]. The catalyst class is: 1. (2) Reactant: [NH2:1][C:2]1[CH:3]=[N:4][CH:5]=[C:6]([CH:11]=1)[C:7]([O:9][CH3:10])=[O:8].C(O)(=O)C.[CH:16](OCC)(OCC)OCC.[N-:26]=[N+:27]=[N-:28].[Na+]. Product: [N:1]1([C:2]2[CH:3]=[N:4][CH:5]=[C:6]([CH:11]=2)[C:7]([O:9][CH3:10])=[O:8])[CH:16]=[N:28][N:27]=[N:26]1. The catalyst class is: 6. (3) The catalyst class is: 2. Reactant: [Cl:1][C:2]1[CH:3]=[C:4]2[C:13](=[CH:14][CH:15]=1)[CH:12]=[CH:11][C:10]1[CH:9]=[CH:8][C:7]([CH:16]([CH:18]3[CH2:20][CH2:19]3)[OH:17])=[CH:6][C:5]2=1.C1COCC1.CC(OI1(OC(C)=O)(OC(C)=O)OC(=O)C2C=CC=CC1=2)=O. Product: [Cl:1][C:2]1[CH:3]=[C:4]2[C:13](=[CH:14][CH:15]=1)[CH:12]=[CH:11][C:10]1[CH:9]=[CH:8][C:7]([C:16]([CH:18]3[CH2:19][CH2:20]3)=[O:17])=[CH:6][C:5]2=1.